Dataset: Catalyst prediction with 721,799 reactions and 888 catalyst types from USPTO. Task: Predict which catalyst facilitates the given reaction. (1) Reactant: [CH:1]1[C:6]2[C:7](=O)[NH:8][C:9]3[CH:15]=[CH:14][CH:13]=[CH:12][C:10]=3[O:11][C:5]=2[CH:4]=[CH:3][CH:2]=1.B.C(O)C. Product: [CH:1]1[C:6]2[CH2:7][NH:8][C:9]3[CH:15]=[CH:14][CH:13]=[CH:12][C:10]=3[O:11][C:5]=2[CH:4]=[CH:3][CH:2]=1. The catalyst class is: 1. (2) Reactant: [O:1]1[C:5]2[CH:6]=[CH:7][CH:8]=[CH:9][C:4]=2[C:3]([N:10]2[CH2:15][CH2:14][N:13]([CH2:16][CH2:17][CH2:18][C:19]3[CH:20]=[C:21]4[C:25](=[CH:26][CH:27]=3)[C:24]([CH3:29])([CH3:28])[CH:23]([OH:30])[C:22]4([CH3:32])[CH3:31])[CH2:12][CH2:11]2)=[N:2]1.[CH3:33][S:34](O)(=[O:36])=[O:35]. Product: [CH3:33][S:34]([O:30][CH:23]1[C:22]([CH3:32])([CH3:31])[C:21]2[C:25](=[CH:26][CH:27]=[C:19]([CH2:18][CH2:17][CH2:16][N:13]3[CH2:14][CH2:15][N:10]([C:3]4[C:4]5[CH:9]=[CH:8][CH:7]=[CH:6][C:5]=5[O:1][N:2]=4)[CH2:11][CH2:12]3)[CH:20]=2)[C:24]1([CH3:28])[CH3:29])(=[O:36])=[O:35]. The catalyst class is: 13. (3) Reactant: [Cl:1][C:2]1[CH:7]=[CH:6][C:5]([NH:8][CH2:9][C:10]2[CH:11]=[N:12][CH:13]=[CH:14][CH:15]=2)=[CH:4][C:3]=1[C:16]1[CH:21]=[CH:20][N:19]=[C:18]2[NH:22][C:23]([C:25]3[CH2:26][N:27](C(OC(C)(C)C)=O)[CH2:28][CH:29]=3)=[CH:24][C:17]=12.FC(F)(F)C(O)=O. Product: [Cl:1][C:2]1[CH:7]=[CH:6][C:5]([NH:8][CH2:9][C:10]2[CH:11]=[N:12][CH:13]=[CH:14][CH:15]=2)=[CH:4][C:3]=1[C:16]1[CH:21]=[CH:20][N:19]=[C:18]2[NH:22][C:23]([C:25]3[CH2:26][NH:27][CH2:28][CH:29]=3)=[CH:24][C:17]=12. The catalyst class is: 4. (4) Reactant: C([Si](C)(C)OCC1C=CC(NC(=O)CCN(C)[C@H]2CC[C@H](OC(C3SC=CC=3)(C3SC=CC=3)C([O-])=O)CC2)=C(Cl)C=1)(C)(C)C.Cl.[OH:46][C:47]([C:80]1[S:81][CH:82]=[CH:83][CH:84]=1)([C:75]1[S:76][CH:77]=[CH:78][CH:79]=1)[C:48]([O:50][C@H:51]1[CH2:56][CH2:55][C@H:54]([N:57]([CH2:59][CH2:60][C:61]([NH:63][C:64]2[CH:69]=[C:68](OC)[C:67]([CH2:72][OH:73])=[CH:66][C:65]=2[Cl:74])=[O:62])[CH3:58])[CH2:53][CH2:52]1)=[O:49]. Product: [OH:46][C:47]([C:75]1[S:76][CH:77]=[CH:78][CH:79]=1)([C:80]1[S:81][CH:82]=[CH:83][CH:84]=1)[C:48]([O:50][C@H:51]1[CH2:56][CH2:55][C@H:54]([N:57]([CH2:59][CH2:60][C:61]([NH:63][C:64]2[CH:69]=[CH:68][C:67]([CH2:72][OH:73])=[CH:66][C:65]=2[Cl:74])=[O:62])[CH3:58])[CH2:53][CH2:52]1)=[O:49]. The catalyst class is: 7. (5) Reactant: [NH:1]1[C:10]2[C:5](=CC=CN=2)[CH:4]=[CH:3][C:2]1=[O:11].[N:12]1C(C)=C[CH:15]=[CH:14][C:13]=1C.[S:20]([O:27]S(C(F)(F)F)(=O)=O)([C:23]([F:26])([F:25])[F:24])(=[O:22])=[O:21].Cl[CH2:36]Cl. Product: [CH3:36][O:11][C:2]1[N:1]=[C:10]2[C:5](=[CH:4][CH:3]=1)[N:12]=[CH:13][CH:14]=[C:15]2[O:27][S:20]([C:23]([F:26])([F:25])[F:24])(=[O:22])=[O:21]. The catalyst class is: 277. (6) Reactant: [C:1]([CH2:3][N:4]1[CH2:9][C@@H:8]([CH3:10])[N:7]([C:11]([O:13][C:14]([CH3:17])([CH3:16])[CH3:15])=[O:12])[C@@H:6]([CH3:18])[CH2:5]1)#[N:2]. Product: [NH2:2][CH2:1][CH2:3][N:4]1[CH2:9][C@@H:8]([CH3:10])[N:7]([C:11]([O:13][C:14]([CH3:15])([CH3:17])[CH3:16])=[O:12])[C@@H:6]([CH3:18])[CH2:5]1. The catalyst class is: 5. (7) Reactant: [OH:1][C:2]1[CH:3]=[C:4]([C:14]([NH:16][C:17]2[CH:21]=[CH:20][N:19](C(OC(C)(C)C)=O)[N:18]=2)=[O:15])[CH:5]=[C:6]([O:8][C@@H:9]([CH3:13])[CH2:10][O:11][CH3:12])[CH:7]=1.F[C:30]1[CH:35]=[C:34](F)[C:33]([F:37])=[CH:32][C:31]=1[S:38]([CH:41]1[CH2:45][CH2:44][O:43]C1=O)(=[O:40])=[O:39].C(=O)([O-])[O-].[K+].[K+].O. Product: [F:37][C:33]1[C:34]([O:1][C:2]2[CH:3]=[C:4]([CH:5]=[C:6]([O:8][C@@H:9]([CH3:13])[CH2:10][O:11][CH3:12])[CH:7]=2)[C:14]([NH:16][C:17]2[CH:21]=[CH:20][NH:19][N:18]=2)=[O:15])=[CH:35][C:30]2[O:43][CH2:44][CH2:45][CH2:41][S:38](=[O:40])(=[O:39])[C:31]=2[CH:32]=1. The catalyst class is: 10.